From a dataset of Experimentally validated miRNA-target interactions with 360,000+ pairs, plus equal number of negative samples. Binary Classification. Given a miRNA mature sequence and a target amino acid sequence, predict their likelihood of interaction. (1) The miRNA is mmu-miR-7233-3p with sequence UAUUGUCUGCCUUUAGGUCUAC. The protein sequence of the target gene is MALYDEDLLKNPFYLALQKCRPDLCSKVAQIHGIVLVPCKGSLSSSIQSTCQFESYILIPVEEHFQTLNGKDVFIQGNRIKLGAGFACLLSVPILFEETFYNEKEESFSILCIAHPLEKRESSEEPLAPSDPFSLKTIEDVREFLGRHSERFDRNIASFHRTFRECERKSLRHHIDSANALYTKCLQQLLRDSHLKMLAKQEAQMNLMKQAVEIYVHHEIYNLIFKYVGTMEASEDAAFNKITRSLQDLQQKDIGVKPEFSFNIPRAKRELAQLNKCTSPQQKLVCLRKVVQLITQSPSQ.... Result: 0 (no interaction). (2) The miRNA is hsa-miR-205-3p with sequence GAUUUCAGUGGAGUGAAGUUC. The protein sequence of the target gene is MEEDTDYRIRFSSLCFFNDHVGFHGTIKSSPSDFIVIEIDEQGQLVNKTIDEPIFKISEIQLEPNNFPKKPKLDLQNLSLEDGRNQEVHTLIKYTDGDQNHQSGSEKEDTIVDGTSKCEEKADVLSSFLDEKTHELLNNFACDVREKWLSKTELIGLPPEFSIGRILDKNQRASLHSAIRQKFPFLVTVGKNSEIVVKPNLEYKELCHLVSEEEAFDFFKYLDAKKENSKFTFKPDTNKDHRKAVHHFVNKKFGNLVETKSFSKMNCSAGNPNVVVTVRFREKAHKRGKRPLSECQEGKV.... Result: 1 (interaction). (3) Result: 0 (no interaction). The protein sequence of the target gene is MSSEAETQQPPAAPAAALSAADTKPGSTGSGAGSGGPGGLTSAAPAGGDKKVIATKVLGTVKWFNVRNGYGFINRNDTKEDVFVHQTAIKKNNPRKYLRSVGDGETVEFDVVEGEKGAEAANVTGPGGVPVQGSKYAADRNHYRRYPRRRGPPRNYQQNYQNSESGEKNEGSESAPEGQAQQRRPYRRRRFPPYYMRRPYARRPQYSNPPVQGEVMEGADNQGAGEQGRPVRQNMYRGYRPRFRRGPPRQRQPREDGNEEDKENQGDETQGQQPPQRRYRRNFNYRRRRPENPKPQDGKE.... The miRNA is hsa-miR-4487 with sequence AGAGCUGGCUGAAGGGCAG.